Dataset: TCR-epitope binding with 47,182 pairs between 192 epitopes and 23,139 TCRs. Task: Binary Classification. Given a T-cell receptor sequence (or CDR3 region) and an epitope sequence, predict whether binding occurs between them. (1) The epitope is FPPTSFGPL. The TCR CDR3 sequence is CASSWWTADEQFF. Result: 1 (the TCR binds to the epitope). (2) The epitope is RQLLFVVEV. The TCR CDR3 sequence is CASTQGSTGAAFF. Result: 0 (the TCR does not bind to the epitope). (3) The epitope is SSNVANYQK. The TCR CDR3 sequence is CASSRAGEETQYF. Result: 0 (the TCR does not bind to the epitope). (4) The epitope is FRYMNSQGL. The TCR CDR3 sequence is CASSPSGGGYEQYF. Result: 0 (the TCR does not bind to the epitope). (5) The epitope is FVDGVPFVV. The TCR CDR3 sequence is CASSYGPGEQYF. Result: 1 (the TCR binds to the epitope). (6) The epitope is KPLEFGATSAAL. The TCR CDR3 sequence is CASTPGTSRDNEQFF. Result: 1 (the TCR binds to the epitope).